Dataset: Full USPTO retrosynthesis dataset with 1.9M reactions from patents (1976-2016). Task: Predict the reactants needed to synthesize the given product. (1) Given the product [C:23]([CH:21]([NH:22][C:2]1[C:11]([C:12]([OH:14])=[O:13])=[CH:10][C:9]2[C:4](=[CH:5][CH:6]=[C:7]([Cl:15])[CH:8]=2)[N:3]=1)[CH2:20][C:19]1[CH:26]=[CH:27][C:28]([OH:29])=[C:17]([F:16])[CH:18]=1)([OH:25])=[O:24], predict the reactants needed to synthesize it. The reactants are: Cl[C:2]1[C:11]([C:12]([OH:14])=[O:13])=[CH:10][C:9]2[C:4](=[CH:5][CH:6]=[C:7]([Cl:15])[CH:8]=2)[N:3]=1.[F:16][C:17]1[CH:18]=[C:19]([CH:26]=[CH:27][C:28]=1[OH:29])[CH2:20][CH:21]([C:23]([OH:25])=[O:24])[NH2:22]. (2) Given the product [CH3:1][N:2]([CH3:9])[CH2:3][CH2:4][O:5][CH2:6][CH2:7][O:8][C:13]1[CH:18]=[C:17]([C:19]#[N:20])[CH:16]=[CH:15][N:14]=1, predict the reactants needed to synthesize it. The reactants are: [CH3:1][N:2]([CH3:9])[CH2:3][CH2:4][O:5][CH2:6][CH2:7][OH:8].[H-].[Na+].Cl[C:13]1[CH:18]=[C:17]([C:19]#[N:20])[CH:16]=[CH:15][N:14]=1. (3) Given the product [CH3:1][CH:2]([CH3:36])[CH2:3][CH:4]([NH:20][C:21]1[CH:35]=[CH:34][C:24]([C:25]([NH:27][CH2:28][CH2:29][C:30]([OH:32])=[O:31])=[O:26])=[CH:23][N:22]=1)[C:5]1[CH:6]=[CH:7][C:8]([N:11]2[CH:15]=[C:14]([C:16]([F:17])([F:18])[F:19])[CH:13]=[N:12]2)=[CH:9][CH:10]=1, predict the reactants needed to synthesize it. The reactants are: [CH3:1][CH:2]([CH3:36])[CH2:3][CH:4]([NH:20][C:21]1[CH:35]=[CH:34][C:24]([C:25]([NH:27][CH2:28][CH2:29][C:30]([O:32]C)=[O:31])=[O:26])=[CH:23][N:22]=1)[C:5]1[CH:10]=[CH:9][C:8]([N:11]2[CH:15]=[C:14]([C:16]([F:19])([F:18])[F:17])[CH:13]=[N:12]2)=[CH:7][CH:6]=1.[OH-].[Li+].Cl.